Dataset: NCI-60 drug combinations with 297,098 pairs across 59 cell lines. Task: Regression. Given two drug SMILES strings and cell line genomic features, predict the synergy score measuring deviation from expected non-interaction effect. (1) Drug 1: CCC1=CC2CC(C3=C(CN(C2)C1)C4=CC=CC=C4N3)(C5=C(C=C6C(=C5)C78CCN9C7C(C=CC9)(C(C(C8N6C)(C(=O)OC)O)OC(=O)C)CC)OC)C(=O)OC.C(C(C(=O)O)O)(C(=O)O)O. Drug 2: C1C(C(OC1N2C=C(C(=O)NC2=O)F)CO)O. Cell line: NCI-H522. Synergy scores: CSS=66.5, Synergy_ZIP=2.22, Synergy_Bliss=1.00, Synergy_Loewe=0.387, Synergy_HSA=5.03. (2) Cell line: M14. Drug 2: N.N.Cl[Pt+2]Cl. Drug 1: C1=NNC2=C1C(=O)NC=N2. Synergy scores: CSS=19.5, Synergy_ZIP=6.33, Synergy_Bliss=7.09, Synergy_Loewe=-13.6, Synergy_HSA=0.186. (3) Drug 1: CC1OCC2C(O1)C(C(C(O2)OC3C4COC(=O)C4C(C5=CC6=C(C=C35)OCO6)C7=CC(=C(C(=C7)OC)O)OC)O)O. Drug 2: CC1=C(C=C(C=C1)NC(=O)C2=CC=C(C=C2)CN3CCN(CC3)C)NC4=NC=CC(=N4)C5=CN=CC=C5. Cell line: UACC62. Synergy scores: CSS=32.2, Synergy_ZIP=-5.43, Synergy_Bliss=0.644, Synergy_Loewe=-11.8, Synergy_HSA=0.584. (4) Synergy scores: CSS=10.3, Synergy_ZIP=-7.01, Synergy_Bliss=-3.87, Synergy_Loewe=-7.10, Synergy_HSA=-2.98. Cell line: LOX IMVI. Drug 1: C1=CC(=CC=C1CC(C(=O)O)N)N(CCCl)CCCl.Cl. Drug 2: COCCOC1=C(C=C2C(=C1)C(=NC=N2)NC3=CC=CC(=C3)C#C)OCCOC.Cl. (5) Drug 1: C1=CC(=CC=C1CC(C(=O)O)N)N(CCCl)CCCl.Cl. Drug 2: CC=C1C(=O)NC(C(=O)OC2CC(=O)NC(C(=O)NC(CSSCCC=C2)C(=O)N1)C(C)C)C(C)C. Cell line: NCI/ADR-RES. Synergy scores: CSS=5.75, Synergy_ZIP=-1.23, Synergy_Bliss=-0.617, Synergy_Loewe=-1.59, Synergy_HSA=-2.26. (6) Drug 1: CS(=O)(=O)C1=CC(=C(C=C1)C(=O)NC2=CC(=C(C=C2)Cl)C3=CC=CC=N3)Cl. Drug 2: CC12CCC3C(C1CCC2=O)CC(=C)C4=CC(=O)C=CC34C. Cell line: SNB-19. Synergy scores: CSS=19.8, Synergy_ZIP=3.55, Synergy_Bliss=4.69, Synergy_Loewe=-12.3, Synergy_HSA=4.64.